Dataset: Forward reaction prediction with 1.9M reactions from USPTO patents (1976-2016). Task: Predict the product of the given reaction. (1) Given the reactants [OH:1][C:2]1[CH:3]=[C:4]([C:12]([O:14][CH3:15])=[O:13])[CH:5]=[C:6]([CH:11]=1)[C:7]([O:9][CH3:10])=[O:8].[F:16][C:17]1[CH:22]=[CH:21][C:20](B(O)O)=[CH:19][CH:18]=1.C(N(CC)CC)C.FOB(C1C=CC=CC=1)O.Cl, predict the reaction product. The product is: [F:16][C:17]1[CH:22]=[CH:21][C:20]([O:1][C:2]2[CH:11]=[C:6]([C:7]([O:9][CH3:10])=[O:8])[CH:5]=[C:4]([CH:3]=2)[C:12]([O:14][CH3:15])=[O:13])=[CH:19][CH:18]=1. (2) Given the reactants Cl[C:2]1[C:7]([N+:8]([O-:10])=[O:9])=[CH:6][CH:5]=[C:4]([Cl:11])[N:3]=1.[C:12]([C:14]1[CH:19]=[CH:18][C:17]([NH2:20])=[CH:16][CH:15]=1)#[N:13].CC(C)([O-])C.[K+].Cl, predict the reaction product. The product is: [Cl:11][C:4]1[N:3]=[C:2]([NH:20][C:17]2[CH:18]=[CH:19][C:14]([C:12]#[N:13])=[CH:15][CH:16]=2)[C:7]([N+:8]([O-:10])=[O:9])=[CH:6][CH:5]=1. (3) Given the reactants [CH:1]1([O:6][C:7]([NH:9][C@@H:10]2[C:24](=[O:25])[N:23]3[CH2:26][C@H:27]([O:29][C:30]4[C:31]5[CH:44]=[CH:43][S:42][C:32]=5[N:33]=[C:34]([C:36]5[CH:41]=[CH:40][CH:39]=[CH:38][N:37]=5)[N:35]=4)[CH2:28][C@H:22]3[C:21](=[O:45])[NH:20][C@:19]3([C:47]([O:49]C)=[O:48])[CH2:46][C@H:18]3[CH:17]=[CH:16][CH2:15][CH2:14][CH2:13][CH2:12][CH2:11]2)=[O:8])[CH2:5][CH2:4][CH2:3][CH2:2]1.O1CCCC1.[OH-].[Li+], predict the reaction product. The product is: [CH:1]1([O:6][C:7]([NH:9][C@@H:10]2[C:24](=[O:25])[N:23]3[CH2:26][C@H:27]([O:29][C:30]4[C:31]5[CH:44]=[CH:43][S:42][C:32]=5[N:33]=[C:34]([C:36]5[CH:41]=[CH:40][CH:39]=[CH:38][N:37]=5)[N:35]=4)[CH2:28][C@H:22]3[C:21](=[O:45])[NH:20][C@:19]3([C:47]([OH:49])=[O:48])[CH2:46][C@H:18]3[CH:17]=[CH:16][CH2:15][CH2:14][CH2:13][CH2:12][CH2:11]2)=[O:8])[CH2:5][CH2:4][CH2:3][CH2:2]1. (4) Given the reactants [SH:1][C:2]1[N:6]=[CH:5][NH:4][N:3]=1.[CH2:7](O[K])C.ClC[CH:13]([C:22]1[CH:27]=[CH:26][CH:25]=[CH:24][CH:23]=1)[CH2:14][Si:15]([O:20][CH3:21])([O:18][CH3:19])[O:16][CH3:17], predict the reaction product. The product is: [CH3:21][O:20][Si:15]([O:16][CH3:17])([O:18][CH3:19])[CH2:14][CH2:13][C:22]1[CH:23]=[CH:24][C:25]([CH2:7][S:1][C:2]2[N:6]=[CH:5][NH:4][N:3]=2)=[CH:26][CH:27]=1.